Dataset: Catalyst prediction with 721,799 reactions and 888 catalyst types from USPTO. Task: Predict which catalyst facilitates the given reaction. (1) Reactant: [OH:1][C:2]1C=CC([CH2:8][C:9]([OH:11])=[O:10])=CC=1[N+:12]([O-])=O.[OH-].[K+].C(Cl)(F)F.[O:21]1CCO[CH2:23][CH2:22]1. Product: [C:9]([O:11][CH2:22][CH3:23])(=[O:10])[CH3:8].[CH3:2][OH:1].[NH4+:12].[OH-:21]. The catalyst class is: 6. (2) Reactant: [C:1]([N:5]1[CH:9]=[C:8]([NH:10][C:11]([NH:13][C:14]2[CH:19]=[C:18]([C:20]3[C:31](=[O:32])[N:30]([CH3:33])[C:23]4[N:24]=[C:25](NC)[N:26]=[CH:27][C:22]=4[CH:21]=3)[C:17]([CH3:34])=[CH:16][C:15]=2[F:35])=[O:12])[CH:7]=[N:6]1)([CH3:4])([CH3:3])[CH3:2].[C:36]1([C@@H:42]([NH2:44])[CH3:43])[CH:41]=[CH:40][CH:39]=[CH:38][CH:37]=1. Product: [C:1]([N:5]1[CH:9]=[C:8]([NH:10][C:11]([NH:13][C:14]2[CH:19]=[C:18]([C:20]3[C:31](=[O:32])[N:30]([CH3:33])[C:23]4[N:24]=[C:25]([NH:44][C@H:42]([C:36]5[CH:41]=[CH:40][CH:39]=[CH:38][CH:37]=5)[CH3:43])[N:26]=[CH:27][C:22]=4[CH:21]=3)[C:17]([CH3:34])=[CH:16][C:15]=2[F:35])=[O:12])[CH:7]=[N:6]1)([CH3:4])([CH3:3])[CH3:2]. The catalyst class is: 1. (3) Reactant: [OH:1][C:2]([C:35]1[N:39]([CH3:40])[CH:38]=[N:37][CH:36]=1)([CH:29]1[CH2:34][CH2:33][NH:32][CH2:31][CH2:30]1)[C:3]1[CH:4]=[C:5]2[C:10](=[CH:11][CH:12]=1)[N:9]=[C:8]([C:13]([F:16])([F:15])[F:14])[C:7]([C:17]([N:19]1[CH2:24][CH2:23][CH2:22][CH2:21][CH2:20]1)=[O:18])=[C:6]2[C:25]([F:28])([F:27])[F:26].CN1C(C2(C(F)(F)F)[C:56]([C:57](N3CCCCC3)=[O:58])=C(C(F)(F)F)C3C(=CC=C(C(C4CCNCC4)=O)C=3)N2)=CN=C1.C(OC(=O)C)(=O)C.CN1C(C2(C(F)(F)F)C(C(N3CCCCC3)=O)=C(C(F)(F)F)C3C(=CC=C(C(C4CCN(C(=O)C)CC4)=O)C=3)N2)=CN=C1. Product: [OH:1][C:2]([C:35]1[N:39]([CH3:40])[CH:38]=[N:37][CH:36]=1)([C:3]1[CH:4]=[C:5]2[C:10](=[CH:11][CH:12]=1)[N:9]=[C:8]([C:13]([F:15])([F:16])[F:14])[C:7]([C:17]([N:19]1[CH2:24][CH2:23][CH2:22][CH2:21][CH2:20]1)=[O:18])=[C:6]2[C:25]([F:27])([F:28])[F:26])[CH:29]1[CH2:34][CH2:33][N:32]([C:57](=[O:58])[CH3:56])[CH2:31][CH2:30]1. The catalyst class is: 2. (4) Reactant: [CH3:1][O:2][CH2:3][C:4](=O)[CH2:5][C:6](=O)[C:7]([O:9][CH2:10][CH3:11])=[O:8].Cl.Cl.[NH2:16][NH2:17].O.C([O-])(O)=O.[Na+]. Product: [CH3:1][O:2][CH2:3][C:4]1[CH:5]=[C:6]([C:7]([O:9][CH2:10][CH3:11])=[O:8])[NH:17][N:16]=1. The catalyst class is: 8.